This data is from Reaction yield outcomes from USPTO patents with 853,638 reactions. The task is: Predict the reaction yield, written as a fraction of the theoretical maximum amount of product (1.0 means a 100% yield; for example, 0.34 means a 34% yield). (1) The reactants are [Li+].C[Si]([N-][Si](C)(C)C)(C)C.[CH3:11][O:12][C:13]([CH:15]1[CH2:19][C:18](=[O:20])[N:17]([C:21]2[C:26]([CH3:27])=[CH:25][CH:24]=[CH:23][C:22]=2[CH3:28])[CH2:16]1)=[O:14].I[CH2:30][CH3:31].[NH4+].[Cl-]. The catalyst is C1COCC1. The product is [CH3:11][O:12][C:13]([C:15]1([CH2:30][CH3:31])[CH2:19][C:18](=[O:20])[N:17]([C:21]2[C:26]([CH3:27])=[CH:25][CH:24]=[CH:23][C:22]=2[CH3:28])[CH2:16]1)=[O:14]. The yield is 0.590. (2) The reactants are FC(F)(F)S(O[C:7]1[CH:12]=[CH:11][C:10]([N+:13]([O-:15])=[O:14])=[C:9]([F:16])[CH:8]=1)(=O)=O.[CH:19]1(B(O)O)[CH2:21][CH2:20]1.ClCCl.C(=O)([O-])[O-].[Cs+].[Cs+].O. The catalyst is C1(C)C=CC=CC=1.C1C=CC(P(C2C=CC=CC=2)[C-]2C=CC=C2)=CC=1.C1C=CC(P(C2C=CC=CC=2)[C-]2C=CC=C2)=CC=1.Cl[Pd]Cl.[Fe+2]. The product is [CH:19]1([C:7]2[CH:12]=[CH:11][C:10]([N+:13]([O-:15])=[O:14])=[C:9]([F:16])[CH:8]=2)[CH2:21][CH2:20]1. The yield is 0.917. (3) The reactants are [CH:1]([C:3]1[CH:8]=[CH:7][C:6]([C:9]2[CH:10]=[C:11]([CH2:14][N:15]([CH3:24])[C:16](=[O:23])[C:17]3[CH:22]=[CH:21][CH:20]=[CH:19][CH:18]=3)[S:12][CH:13]=2)=[CH:5][CH:4]=1)=O.[S:25]1[CH2:29][C:28](=[O:30])[NH:27][C:26]1=[O:31].C([O-])(=O)C.[NH2+]1CCCCC1. The catalyst is C1(C)C=CC=CC=1. The product is [O:31]=[C:26]1[NH:27][C:28](=[O:30])[C:29](=[CH:1][C:3]2[CH:8]=[CH:7][C:6]([C:9]3[CH:10]=[C:11]([CH2:14][N:15]([CH3:24])[C:16](=[O:23])[C:17]4[CH:18]=[CH:19][CH:20]=[CH:21][CH:22]=4)[S:12][CH:13]=3)=[CH:5][CH:4]=2)[S:25]1. The yield is 0.780. (4) The reactants are [CH3:1][C:2]1[C:20]([CH3:21])=[CH:19][CH:18]=[CH:17][C:3]=1[O:4][C:5]([CH3:16])([CH3:15])[CH:6]([C:8]1[CH:13]=[CH:12][C:11]([CH3:14])=[CH:10][CH:9]=1)O.FC(F)(F)S([O-])(=O)=O.C(=O)([O-])O.[Na+]. The catalyst is C1(C)C=CC=CC=1. The product is [CH3:15][C:5]1([CH3:16])[CH:6]([C:8]2[CH:13]=[CH:12][C:11]([CH3:14])=[CH:10][CH:9]=2)[C:17]2[CH:18]=[CH:19][C:20]([CH3:21])=[C:2]([CH3:1])[C:3]=2[O:4]1. The yield is 0.580. (5) The reactants are [NH2:1][C:2]1[NH:6][N:5]=[C:4]([CH2:7][OH:8])[N:3]=1.[CH3:9][C:10](=O)[CH2:11][C:12](=O)[CH3:13]. The catalyst is C(O)(=O)C. The product is [CH3:9][C:10]1[CH:11]=[C:12]([CH3:13])[N:6]2[N:5]=[C:4]([CH2:7][OH:8])[N:3]=[C:2]2[N:1]=1. The yield is 0.950. (6) The reactants are CC(C)=[O:3].OS(O)(=O)=O.O=[Cr](=O)=O.[N+:14]([C:17]1[CH:22]=[CH:21][CH:20]=[CH:19][C:18]=1[C:23]1[CH:27]=[CH:26][S:25][C:24]=1[CH:28]=[O:29])([O-:16])=[O:15].C(O)(C)C. The catalyst is CC(C)=O. The product is [N+:14]([C:17]1[CH:22]=[CH:21][CH:20]=[CH:19][C:18]=1[C:23]1[CH:27]=[CH:26][S:25][C:24]=1[C:28]([OH:3])=[O:29])([O-:16])=[O:15]. The yield is 0.660.